This data is from Full USPTO retrosynthesis dataset with 1.9M reactions from patents (1976-2016). The task is: Predict the reactants needed to synthesize the given product. (1) Given the product [C:35]([C:2]1[C:10]2[S:9][C:8]([NH:11][C:12](=[O:16])[NH:13][CH2:14][CH3:15])=[N:7][C:6]=2[CH:5]=[C:4]([C:17]2[CH:22]=[N:21][C:20]([N:23]3[CH2:24][CH2:25][C:26]([CH3:34])([C:29]([O:31][CH2:32][CH3:33])=[O:30])[CH2:27][CH2:28]3)=[N:19][CH:18]=2)[CH:3]=1)#[N:36], predict the reactants needed to synthesize it. The reactants are: Br[C:2]1[C:10]2[S:9][C:8]([NH:11][C:12](=[O:16])[NH:13][CH2:14][CH3:15])=[N:7][C:6]=2[CH:5]=[C:4]([C:17]2[CH:18]=[N:19][C:20]([N:23]3[CH2:28][CH2:27][C:26]([CH3:34])([C:29]([O:31][CH2:32][CH3:33])=[O:30])[CH2:25][CH2:24]3)=[N:21][CH:22]=2)[CH:3]=1.[CH3:35][N:36](C=O)C. (2) Given the product [CH3:14][CH:11]([CH:1]=[CH2:2])[CH2:10][O:9][C:6](=[O:8])[CH3:7], predict the reactants needed to synthesize it. The reactants are: [CH3:1][CH:2](O)C=C.[C:6]([O:9][C:10](=O)[CH3:11])(=[O:8])[CH3:7].N1C=CC=C[CH:14]=1.